From a dataset of Peptide-MHC class I binding affinity with 185,985 pairs from IEDB/IMGT. Regression. Given a peptide amino acid sequence and an MHC pseudo amino acid sequence, predict their binding affinity value. This is MHC class I binding data. (1) The peptide sequence is FWFCLLLLAA. The MHC is Patr-A0901 with pseudo-sequence Patr-A0901. The binding affinity (normalized) is 0.440. (2) The binding affinity (normalized) is 0.0847. The peptide sequence is LPLIVDTAA. The MHC is HLA-A03:01 with pseudo-sequence HLA-A03:01. (3) The peptide sequence is LSPFPFDL. The MHC is H-2-Ld with pseudo-sequence H-2-Ld. The binding affinity (normalized) is 0.294. (4) The MHC is HLA-A11:01 with pseudo-sequence HLA-A11:01. The binding affinity (normalized) is 0. The peptide sequence is RFPLTFGW. (5) The peptide sequence is LVGGREWSY. The MHC is HLA-B08:02 with pseudo-sequence HLA-B08:02. The binding affinity (normalized) is 0.0847. (6) The peptide sequence is FSLNNWGIM. The MHC is H-2-Kb with pseudo-sequence H-2-Kb. The binding affinity (normalized) is 0.542. (7) The peptide sequence is ATMANEMGF. The MHC is HLA-A32:01 with pseudo-sequence HLA-A32:01. The binding affinity (normalized) is 0.544.